This data is from Full USPTO retrosynthesis dataset with 1.9M reactions from patents (1976-2016). The task is: Predict the reactants needed to synthesize the given product. (1) Given the product [Cl:36][C:37]1[C:38]2[C:48]([F:49])=[CH:47][CH:46]=[CH:45][C:39]=2[S:40][C:41]=1[C:42]([N:15]([CH2:16][C:17]1[CH:18]=[C:19]([C:25]2[CH:30]=[CH:29][C:28]([N:31]([CH:33]=[O:34])[CH3:32])=[CH:27][CH:26]=2)[CH:20]=[CH:21][C:22]=1[O:23][CH3:24])[CH:12]1[CH2:13][CH2:14][CH:9]([N:7]([CH3:8])[C:6](=[O:35])[O:5][C:1]([CH3:4])([CH3:2])[CH3:3])[CH2:10][CH2:11]1)=[O:43], predict the reactants needed to synthesize it. The reactants are: [C:1]([O:5][C:6](=[O:35])[N:7]([CH:9]1[CH2:14][CH2:13][CH:12]([NH:15][CH2:16][C:17]2[CH:18]=[C:19]([C:25]3[CH:30]=[CH:29][C:28]([N:31]([CH:33]=[O:34])[CH3:32])=[CH:27][CH:26]=3)[CH:20]=[CH:21][C:22]=2[O:23][CH3:24])[CH2:11][CH2:10]1)[CH3:8])([CH3:4])([CH3:3])[CH3:2].[Cl:36][C:37]1[C:38]2[C:48]([F:49])=[CH:47][CH:46]=[CH:45][C:39]=2[S:40][C:41]=1[C:42](Cl)=[O:43]. (2) Given the product [O:38]=[S:16]1(=[O:15])[C:21]2[CH:22]=[C:23]([O:26][C:27]3[CH:32]=[CH:31][C:30]([CH2:33][NH:34][C:6](=[O:11])[C:7]([F:8])([F:9])[F:10])=[CH:29][CH:28]=3)[CH:24]=[CH:25][C:20]=2[N:19]2[CH2:35][CH2:36][CH2:37][CH:18]2[NH:17]1, predict the reactants needed to synthesize it. The reactants are: [F:8][C:7]([F:10])([F:9])[C:6](O[C:6](=[O:11])[C:7]([F:10])([F:9])[F:8])=[O:11].Cl.[O:15]=[S:16]1(=[O:38])[C:21]2[CH:22]=[C:23]([O:26][C:27]3[CH:32]=[CH:31][C:30]([CH2:33][NH2:34])=[CH:29][CH:28]=3)[CH:24]=[CH:25][C:20]=2[N:19]2[CH2:35][CH2:36][CH2:37][CH:18]2[NH:17]1.